Task: Predict the reaction yield, written as a fraction of the theoretical maximum amount of product (1.0 means a 100% yield; for example, 0.34 means a 34% yield).. Dataset: Reaction yield outcomes from USPTO patents with 853,638 reactions (1) The reactants are [C:1]([C:3]1[C:11]2[C:6](=[CH:7][C:8]([O:12]CC)=[CH:9][CH:10]=2)[N:5]([CH2:15][CH3:16])[C:4]=1[C:17]1[CH:22]=[CH:21][C:20]([NH:23][C:24]([CH:26]2[CH2:28][CH2:27]2)=[O:25])=[CH:19][CH:18]=1)#[N:2].B(Br)(Br)Br.C([O-])(O)=O.[Na+]. The catalyst is C(Cl)Cl. The product is [C:1]([C:3]1[C:11]2[C:6](=[CH:7][C:8]([OH:12])=[CH:9][CH:10]=2)[N:5]([CH2:15][CH3:16])[C:4]=1[C:17]1[CH:22]=[CH:21][C:20]([NH:23][C:24]([CH:26]2[CH2:28][CH2:27]2)=[O:25])=[CH:19][CH:18]=1)#[N:2]. The yield is 0.910. (2) The reactants are [Cl:1][C:2]1[CH:7]=[C:6](I)[C:5]([Cl:9])=[CH:4][N:3]=1.[NH2:10][C:11]1[CH:18]=[CH:17][C:16]([Cl:19])=[CH:15][C:12]=1[C:13]#[N:14].[O-]P(OP(OP([O-])([O-])=O)([O-])=O)(=O)[O-].[K+].[K+].[K+].[K+].[K+].C1C=CC(P(C2C(OC3C(P(C4C=CC=CC=4)C4C=CC=CC=4)=CC=CC=3)=CC=CC=2)C2C=CC=CC=2)=CC=1. The catalyst is O1CCOCC1.C([O-])(=O)C.[Pd+2].C([O-])(=O)C. The product is [Cl:19][C:16]1[CH:17]=[CH:18][C:11]([NH:10][C:6]2[C:5]([Cl:9])=[CH:4][N:3]=[C:2]([Cl:1])[CH:7]=2)=[C:12]([CH:15]=1)[C:13]#[N:14]. The yield is 0.330. (3) The reactants are [OH:1][C:2]1[CH:3]=[C:4]([CH:8]2[CH2:12][N:11]([C:13]3[CH:14]=[C:15]([CH:19]=[CH:20][CH:21]=3)[C:16]([NH2:18])=[O:17])[C:10](=[O:22])[CH2:9]2)[CH:5]=[CH:6][CH:7]=1.[C:23]([C:25]1[CH:30]=[CH:29][CH:28]=[CH:27][C:26]=1B(O)O)#N.N(C)(C)C. The catalyst is C(Cl)Cl.C([O-])(=O)C.[Cu+2].C([O-])(=O)C. The product is [CH2:23]([O:1][C:2]1[CH:3]=[C:4]([CH:8]2[CH2:12][N:11]([C:13]3[CH:14]=[C:15]([CH:19]=[CH:20][CH:21]=3)[C:16]([NH2:18])=[O:17])[C:10](=[O:22])[CH2:9]2)[CH:5]=[CH:6][CH:7]=1)[C:25]1[CH:30]=[CH:29][CH:28]=[CH:27][CH:26]=1. The yield is 0.350. (4) The reactants are [CH3:1][C:2]1[CH:6]=[C:5]([CH3:7])[NH:4][C:3]=1[C:8](=[C:12]1[C:20]2[C:15](=[CH:16][CH:17]=[CH:18][CH:19]=2)[NH:14][C:13]1=[O:21])[C:9](O)=[O:10].Cl.Cl.[NH2:24][C:25]1[CH:26]=[C:27]([CH2:32][N:33]([CH2:36][CH3:37])[CH2:34][CH3:35])[C:28]([OH:31])=[CH:29][CH:30]=1. No catalyst specified. The product is [CH2:34]([N:33]([CH2:32][C:27]1[CH:26]=[C:25]([NH:24][C:9](=[O:10])[C:8]([C:3]2[NH:4][C:5]([CH3:7])=[CH:6][C:2]=2[CH3:1])=[C:12]2[C:20]3[C:15](=[CH:16][CH:17]=[CH:18][CH:19]=3)[NH:14][C:13]2=[O:21])[CH:30]=[CH:29][C:28]=1[OH:31])[CH2:36][CH3:37])[CH3:35]. The yield is 0.170. (5) The reactants are [CH3:1][C:2]1([CH3:10])[O:7][C:6](=[O:8])[CH2:5][C:4](=[O:9])[O:3]1.[C:11](=S)=[S:12].C(N(CC)CC)C.IC.[CH3:23][S:24]([CH3:26])=O. No catalyst specified. The product is [CH3:23][S:24][C:26]([S:12][CH3:11])=[C:5]1[C:6](=[O:8])[O:7][C:2]([CH3:10])([CH3:1])[O:3][C:4]1=[O:9]. The yield is 0.288. (6) The reactants are [Cl:1][C:2]1[CH:7]=[C:6]([NH2:8])[C:5]([O:9][CH3:10])=[CH:4][C:3]=1[C:11]1[CH:16]=[CH:15][CH:14]=[C:13]([F:17])[CH:12]=1.[CH2:18]([S:25][C:26]1[CH:27]=[C:28](/[CH:33]=[CH:34]/[C:35](OCC)=[O:36])[C:29](Cl)=[N:30][CH:31]=1)[C:19]1[CH:24]=[CH:23][CH:22]=[CH:21][CH:20]=1.CC1(C)C2C(=C(P(C3C=CC=CC=3)C3C=CC=CC=3)C=CC=2)OC2C(P(C3C=CC=CC=3)C3C=CC=CC=3)=CC=CC1=2.C(=O)([O-])[O-].[Cs+].[Cs+]. The catalyst is C1C=CC(/C=C/C(/C=C/C2C=CC=CC=2)=O)=CC=1.C1C=CC(/C=C/C(/C=C/C2C=CC=CC=2)=O)=CC=1.C1C=CC(/C=C/C(/C=C/C2C=CC=CC=2)=O)=CC=1.[Pd].[Pd].O1CCOCC1. The product is [CH2:18]([S:25][C:26]1[CH:27]=[C:28]2[C:29](=[N:30][CH:31]=1)[N:8]([C:6]1[C:5]([O:9][CH3:10])=[CH:4][C:3]([C:11]3[CH:16]=[CH:15][CH:14]=[C:13]([F:17])[CH:12]=3)=[C:2]([Cl:1])[CH:7]=1)[C:35](=[O:36])[CH:34]=[CH:33]2)[C:19]1[CH:20]=[CH:21][CH:22]=[CH:23][CH:24]=1. The yield is 0.680.